This data is from Forward reaction prediction with 1.9M reactions from USPTO patents (1976-2016). The task is: Predict the product of the given reaction. Given the reactants Br[C:2]1[CH:14]=[CH:13][C:5]([C:6]([O:8][C:9]([CH3:12])([CH3:11])[CH3:10])=[O:7])=[C:4]([NH:15][C:16]2[CH:21]=[CH:20][C:19]([F:22])=[CH:18][CH:17]=2)[CH:3]=1.[Cl:23][C:24]1[CH:25]=[C:26](B(O)O)[CH:27]=[CH:28][CH:29]=1.C(=O)([O-])[O-].[Na+].[Na+], predict the reaction product. The product is: [Cl:23][C:24]1[CH:29]=[C:28]([C:2]2[CH:14]=[CH:13][C:5]([C:6]([O:8][C:9]([CH3:12])([CH3:11])[CH3:10])=[O:7])=[C:4]([NH:15][C:16]3[CH:21]=[CH:20][C:19]([F:22])=[CH:18][CH:17]=3)[CH:3]=2)[CH:27]=[CH:26][CH:25]=1.